Dataset: Catalyst prediction with 721,799 reactions and 888 catalyst types from USPTO. Task: Predict which catalyst facilitates the given reaction. Reactant: [CH3:1][O:2][C:3]1[CH:4]=[C:5]2[C:10](=[C:11]([N:13]3[CH2:18][CH2:17][N:16]([CH:19]4[CH2:24][CH2:23][NH:22][CH2:21][CH2:20]4)[CH2:15][CH2:14]3)[CH:12]=1)[N:9]=[CH:8][CH:7]=[CH:6]2.Br[CH2:26][C:27]1[CH:28]=[CH:29][CH:30]=[C:31]2[C:36]=1[N:35]=[CH:34][CH:33]=[CH:32]2.C([O-])([O-])=O.[K+].[K+]. Product: [CH3:1][O:2][C:3]1[CH:4]=[C:5]2[C:10](=[C:11]([N:13]3[CH2:14][CH2:15][N:16]([CH:19]4[CH2:24][CH2:23][N:22]([CH2:26][C:27]5[CH:28]=[CH:29][CH:30]=[C:31]6[C:36]=5[N:35]=[CH:34][CH:33]=[CH:32]6)[CH2:21][CH2:20]4)[CH2:17][CH2:18]3)[CH:12]=1)[N:9]=[CH:8][CH:7]=[CH:6]2. The catalyst class is: 16.